From a dataset of CYP1A2 inhibition data for predicting drug metabolism from PubChem BioAssay. Regression/Classification. Given a drug SMILES string, predict its absorption, distribution, metabolism, or excretion properties. Task type varies by dataset: regression for continuous measurements (e.g., permeability, clearance, half-life) or binary classification for categorical outcomes (e.g., BBB penetration, CYP inhibition). Dataset: cyp1a2_veith. (1) The molecule is Cn1c(N/N=C/c2c[nH]c3ccccc23)nc2ccccc21. The result is 1 (inhibitor). (2) The drug is CC(C)=CCC/C(C)=C/CO/N=C1/C[C@@H](O)[C@@H](O)[C@@H]2[C@@H]3C(=O)N(Cc4ccc5c(c4)OCO5)C(=O)[C@H]3CC[C@@H]12. The result is 0 (non-inhibitor).